From a dataset of Peptide-MHC class I binding affinity with 185,985 pairs from IEDB/IMGT. Regression. Given a peptide amino acid sequence and an MHC pseudo amino acid sequence, predict their binding affinity value. This is MHC class I binding data. (1) The peptide sequence is MACHRVLTY. The MHC is HLA-A68:02 with pseudo-sequence HLA-A68:02. The binding affinity (normalized) is 0.0847. (2) The peptide sequence is RHIAIQVCY. The MHC is HLA-A03:01 with pseudo-sequence HLA-A03:01. The binding affinity (normalized) is 0.0847. (3) The peptide sequence is ERYFRINSL. The MHC is HLA-A68:02 with pseudo-sequence HLA-A68:02. The binding affinity (normalized) is 0.186.